Dataset: Full USPTO retrosynthesis dataset with 1.9M reactions from patents (1976-2016). Task: Predict the reactants needed to synthesize the given product. Given the product [C:17]([O:16][C:14]([NH:13][C:7]1[CH:8]=[CH:9][C:10]([Cl:12])=[CH:11][C:6]=1/[CH:5]=[CH:4]/[C:3]([OH:21])=[O:2])=[O:15])([CH3:20])([CH3:18])[CH3:19], predict the reactants needed to synthesize it. The reactants are: C[O:2][C:3](=[O:21])/[CH:4]=[CH:5]/[C:6]1[CH:11]=[C:10]([Cl:12])[CH:9]=[CH:8][C:7]=1[NH:13][C:14]([O:16][C:17]([CH3:20])([CH3:19])[CH3:18])=[O:15].[OH-].[Na+].